From a dataset of Forward reaction prediction with 1.9M reactions from USPTO patents (1976-2016). Predict the product of the given reaction. The product is: [CH:18]1([CH2:17][NH:16][C:14]([C:11]2[CH:12]=[CH:13][C:8]([C:6]3[C:5]([CH3:21])=[CH:4][CH:3]=[C:2]([NH:1][C:27]([C:24]4[CH:25]=[CH:26][S:22][CH:23]=4)=[O:28])[CH:7]=3)=[CH:9][CH:10]=2)=[O:15])[CH2:20][CH2:19]1. Given the reactants [NH2:1][C:2]1[CH:3]=[CH:4][C:5]([CH3:21])=[C:6]([C:8]2[CH:13]=[CH:12][C:11]([C:14]([NH:16][CH2:17][CH:18]3[CH2:20][CH2:19]3)=[O:15])=[CH:10][CH:9]=2)[CH:7]=1.[S:22]1[CH:26]=[CH:25][C:24]([C:27](O)=[O:28])=[CH:23]1, predict the reaction product.